From a dataset of Reaction yield outcomes from USPTO patents with 853,638 reactions. Predict the reaction yield, written as a fraction of the theoretical maximum amount of product (1.0 means a 100% yield; for example, 0.34 means a 34% yield). (1) The reactants are [CH:1]1([N:6]2[CH2:12][C:11]([F:14])([F:13])[C:10](=[O:15])[N:9]([CH3:16])[C:8]3[CH:17]=[N:18][C:19]([NH:21][C:22]4[CH:30]=[CH:29][C:25]([C:26](O)=[O:27])=[CH:24][C:23]=4[O:31][CH3:32])=[N:20][C:7]2=3)[CH2:5][CH2:4][CH2:3][CH2:2]1.Cl.[CH3:34][N:35]1[CH2:40][CH2:39][N:38]([CH2:41][C:42]2[CH:48]=[CH:47][C:45]([NH2:46])=[CH:44][CH:43]=2)[CH2:37][CH2:36]1.C(N(C(C)C)CC)(C)C.CN(C(ON1N=NC2C=CC=NC1=2)=[N+](C)C)C.F[P-](F)(F)(F)(F)F. The catalyst is CN(C)C=O. The product is [CH:1]1([N:6]2[CH2:12][C:11]([F:14])([F:13])[C:10](=[O:15])[N:9]([CH3:16])[C:8]3[CH:17]=[N:18][C:19]([NH:21][C:22]4[CH:30]=[CH:29][C:25]([C:26]([NH:46][C:45]5[CH:44]=[CH:43][C:42]([CH2:41][N:38]6[CH2:37][CH2:36][N:35]([CH3:34])[CH2:40][CH2:39]6)=[CH:48][CH:47]=5)=[O:27])=[CH:24][C:23]=4[O:31][CH3:32])=[N:20][C:7]2=3)[CH2:5][CH2:4][CH2:3][CH2:2]1. The yield is 0.570. (2) The reactants are [F:1][C:2]([F:13])([C:6]1[CH:11]=[CH:10][C:9]([F:12])=[CH:8][N:7]=1)[C:3]([O-:5])=[O:4].[Na+].Cl. The catalyst is CCOC(C)=O. The product is [F:13][C:2]([F:1])([C:6]1[CH:11]=[CH:10][C:9]([F:12])=[CH:8][N:7]=1)[C:3]([OH:5])=[O:4]. The yield is 0.950. (3) The reactants are [C:1]1([Mg]Br)[CH:6]=[CH:5][CH:4]=[CH:3][CH:2]=1.[CH:9](=[O:13])/[CH:10]=[CH:11]/[CH3:12].[Cl-].[NH4+]. The catalyst is O1CCCC1.CCOCC. The product is [C:1]1([CH:9]([OH:13])[CH:10]=[CH:11][CH3:12])[CH:6]=[CH:5][CH:4]=[CH:3][CH:2]=1. The yield is 0.999. (4) The reactants are [CH3:1][O:2][C:3]([C:5]1[C:9]([N+:10]([O-])=O)=[CH:8][NH:7][N:6]=1)=[O:4].N#N.[H][H]. The catalyst is [Pd].C(O)C. The product is [CH3:1][O:2][C:3]([C:5]1[C:9]([NH2:10])=[CH:8][NH:7][N:6]=1)=[O:4]. The yield is 0.989. (5) The reactants are [CH:1]1([C:4]2[CH:9]=[CH:8][CH:7]=[C:6]([CH3:10])[C:5]=2[OH:11])[CH2:3][CH2:2]1.ClC1C=CC=CC=1Cl.[OH-].[Na+].[OH:22][C:23]1[CH:28]=[C:27]([Cl:29])[N:26]=[N:25][C:24]=1Cl. The catalyst is C(O)(C)(C)C. The product is [Cl:29][C:27]1[N:26]=[N:25][C:24]([O:11][C:5]2[C:6]([CH3:10])=[CH:7][CH:8]=[CH:9][C:4]=2[CH:1]2[CH2:3][CH2:2]2)=[C:23]([OH:22])[CH:28]=1. The yield is 0.940.